This data is from Full USPTO retrosynthesis dataset with 1.9M reactions from patents (1976-2016). The task is: Predict the reactants needed to synthesize the given product. (1) Given the product [OH:12][CH2:11][C:3]1[N:2]([CH3:1])[C:6]2[CH:7]=[CH:8][CH:9]=[CH:10][C:5]=2[N:4]=1, predict the reactants needed to synthesize it. The reactants are: [CH3:1][N:2]1[C:6]2[CH:7]=[CH:8][CH:9]=[CH:10][C:5]=2[N:4]=[C:3]1[CH:11]=[O:12].[BH4-].[Na+]. (2) The reactants are: [C:1]1([CH3:11])[CH:6]=[CH:5][C:4]([S:7](Cl)(=[O:9])=[O:8])=[CH:3][CH:2]=1.[I-].[K+].[CH2:14]([OH:17])[CH2:15][OH:16]. Given the product [CH3:11][C:1]1[CH:6]=[CH:5][C:4]([S:7]([O-:16])(=[O:9])=[O:8])=[CH:3][CH:2]=1.[OH:16][CH2:15][CH2:14][O:17][S:7]([C:4]1[CH:5]=[CH:6][C:1]([CH3:11])=[CH:2][CH:3]=1)(=[O:9])=[O:8], predict the reactants needed to synthesize it. (3) Given the product [CH3:24][N:25]1[CH:29]=[CH:28][C:27]([NH:30][C:11](=[O:13])[C@@H:10]([N:8]2[CH2:9][C:5]([O:4][C:3]3[CH:19]=[CH:20][CH:21]=[C:22]([OH:23])[C:2]=3[F:1])=[CH:6][C:7]2=[O:18])[CH2:14][CH:15]([CH3:17])[CH3:16])=[N:26]1, predict the reactants needed to synthesize it. The reactants are: [F:1][C:2]1[C:22]([OH:23])=[CH:21][CH:20]=[CH:19][C:3]=1[O:4][C:5]1[CH2:9][N:8]([C@@H:10]([CH2:14][CH:15]([CH3:17])[CH3:16])[C:11]([OH:13])=O)[C:7](=[O:18])[CH:6]=1.[CH3:24][N:25]1[CH:29]=[CH:28][C:27]([NH2:30])=[N:26]1.F[P-](F)(F)(F)(F)F.N1(O[P+](N(C)C)(N(C)C)N(C)C)C2C=CC=CC=2N=N1.C(N(CC)C(C)C)(C)C. (4) Given the product [CH3:1][C:2]1[CH:11]=[CH:10][C:9]2[C:4](=[C:5]([N:12]3[CH2:17][CH2:16][N:15]([CH:31]4[CH2:30][CH2:29][N:28]([C:26]5[CH:25]=[CH:24][CH:23]=[C:22]6[C:27]=5[N:18]=[CH:19][CH:20]=[CH:21]6)[CH2:33][CH2:32]4)[CH2:14][CH2:13]3)[CH:6]=[CH:7][CH:8]=2)[N:3]=1, predict the reactants needed to synthesize it. The reactants are: [CH3:1][C:2]1[CH:11]=[CH:10][C:9]2[C:4](=[C:5]([N:12]3[CH2:17][CH2:16][NH:15][CH2:14][CH2:13]3)[CH:6]=[CH:7][CH:8]=2)[N:3]=1.[N:18]1[C:27]2[C:22](=[CH:23][CH:24]=[CH:25][C:26]=2[N:28]2[CH2:33][CH2:32][C:31](=O)[CH2:30][CH2:29]2)[CH:21]=[CH:20][CH:19]=1.C(O[BH-](OC(=O)C)OC(=O)C)(=O)C.[Na+]. (5) The reactants are: [C:1]([O:5][C:6]([N:8]1[CH2:13][CH2:12][NH:11][CH:10]([C:14]([OH:16])=O)[CH2:9]1)=[O:7])([CH3:4])([CH3:3])[CH3:2].Cl[C:18]1[C:27]([N+:28]([O-])=O)=[CH:26][C:21]([C:22]([O:24][CH3:25])=[O:23])=[CH:20][N:19]=1.C([O-])([O-])=O.[K+].[K+].P(OC1C=CC=CC=1)(OC1C=CC=CC=1)OC1C=CC=CC=1.[H][H]. Given the product [CH3:25][O:24][C:22]([C:21]1[CH:26]=[C:27]2[C:18]([N:11]3[CH:10]([C:14](=[O:16])[NH:28]2)[CH2:9][N:8]([C:6]([O:5][C:1]([CH3:2])([CH3:3])[CH3:4])=[O:7])[CH2:13][CH2:12]3)=[N:19][CH:20]=1)=[O:23], predict the reactants needed to synthesize it. (6) Given the product [CH3:1][C:2]1[C:3]([CH3:29])=[CH:4][C:5]2[N:14]([CH2:15][CH2:16][N:17]3[CH2:22][CH2:21][CH:20]([C:23]([O:25][CH2:30][C:31]4[CH:36]=[CH:35][CH:34]=[CH:33][CH:32]=4)=[O:24])[CH2:19][CH2:18]3)[C:13]3[C:8]([C:9](=[O:27])[NH:10][C:11](=[O:26])[N:12]=3)=[N:7][C:6]=2[CH:28]=1, predict the reactants needed to synthesize it. The reactants are: [CH3:1][C:2]1[C:3]([CH3:29])=[CH:4][C:5]2[N:14]([CH2:15][CH2:16][N:17]3[CH2:22][CH2:21][CH:20]([C:23]([OH:25])=[O:24])[CH2:19][CH2:18]3)[C:13]3[C:8]([C:9](=[O:27])[NH:10][C:11](=[O:26])[N:12]=3)=[N:7][C:6]=2[CH:28]=1.[CH2:30](Cl)[C:31]1[CH:36]=[CH:35][CH:34]=[CH:33][CH:32]=1.CCN(C(C)C)C(C)C.